This data is from Forward reaction prediction with 1.9M reactions from USPTO patents (1976-2016). The task is: Predict the product of the given reaction. (1) The product is: [F:1][C:2]1[CH:7]=[C:6]([CH2:8][OH:9])[CH:5]=[CH:4][N:3]=1. Given the reactants [F:1][C:2]1[CH:7]=[C:6]([CH2:8][O:9]C(=O)C2C=CC=CC=2)[CH:5]=[CH:4][N:3]=1.C[O-].[Na+].[Cl-].[NH4+], predict the reaction product. (2) Given the reactants [Si]([O:8][C@@H:9]1[CH2:14][CH2:13][C@H:12]([O:15][C:16]2[C:21]([Cl:22])=[CH:20][C:19]([S:23]([N:26]([CH2:33][C:34]3[CH:39]=[CH:38][C:37]([O:40][CH3:41])=[CH:36][C:35]=3[O:42][CH3:43])[C:27]3[CH:32]=[CH:31][N:30]=[CH:29][N:28]=3)(=[O:25])=[O:24])=[C:18]([F:44])[CH:17]=2)[C@@H:11]([C:45]2[N:49]([CH3:50])[N:48]=[CH:47][CH:46]=2)[CH2:10]1)(C(C)(C)C)(C)C.[F-].C([N+](CCCC)(CCCC)CCCC)CCC, predict the reaction product. The product is: [Cl:22][C:21]1[C:16]([O:15][C@H:12]2[CH2:13][CH2:14][C@@H:9]([OH:8])[CH2:10][C@@H:11]2[C:45]2[N:49]([CH3:50])[N:48]=[CH:47][CH:46]=2)=[CH:17][C:18]([F:44])=[C:19]([S:23]([N:26]([CH2:33][C:34]2[CH:39]=[CH:38][C:37]([O:40][CH3:41])=[CH:36][C:35]=2[O:42][CH3:43])[C:27]2[CH:32]=[CH:31][N:30]=[CH:29][N:28]=2)(=[O:25])=[O:24])[CH:20]=1. (3) The product is: [CH3:20][NH:19][C:15]1[N:14]=[C:13]([CH:12]=[O:11])[CH:18]=[CH:17][N:16]=1. Given the reactants NC1N=C(C=O)C=CN=1.C[O:11][CH:12](OC)[C:13]1[CH:18]=[CH:17][N:16]=[C:15]([NH:19][CH3:20])[N:14]=1, predict the reaction product.